The task is: Predict the reaction yield, written as a fraction of the theoretical maximum amount of product (1.0 means a 100% yield; for example, 0.34 means a 34% yield).. This data is from Reaction yield outcomes from USPTO patents with 853,638 reactions. (1) The reactants are [C:1]1([C:7]2[C:11]([C:12]3[N:13]=[CH:14][NH:15][CH:16]=3)=[C:10]([CH2:17][O:18][CH3:19])[O:9][N:8]=2)[CH:6]=[CH:5][CH:4]=[CH:3][CH:2]=1.F[C:21]1[CH:26]=[CH:25][C:24]([C:27]([F:30])([F:29])[F:28])=[CH:23][CH:22]=1. No catalyst specified. The product is [CH3:19][O:18][CH2:17][C:10]1[O:9][N:8]=[C:7]([C:1]2[CH:2]=[CH:3][CH:4]=[CH:5][CH:6]=2)[C:11]=1[C:12]1[N:13]=[CH:14][N:15]([C:21]2[CH:26]=[CH:25][C:24]([C:27]([F:30])([F:29])[F:28])=[CH:23][CH:22]=2)[CH:16]=1. The yield is 0.630. (2) The reactants are Br[C:2]1[CH:7]=[C:6]([F:8])[C:5]([F:9])=[CH:4][C:3]=1[C:10]1[CH:15]=[CH:14][C:13]([S:16]([CH3:19])(=[O:18])=[O:17])=[CH:12][CH:11]=1.[Cl:20][C:21]1[CH:22]=[C:23](B(O)O)[CH:24]=[CH:25][C:26]=1[CH3:27]. No catalyst specified. The product is [Cl:20][C:21]1[CH:22]=[C:23]([C:2]2[CH:7]=[C:6]([F:8])[C:5]([F:9])=[CH:4][C:3]=2[C:10]2[CH:15]=[CH:14][C:13]([S:16]([CH3:19])(=[O:18])=[O:17])=[CH:12][CH:11]=2)[CH:24]=[CH:25][C:26]=1[CH3:27]. The yield is 0.940. (3) The reactants are Cl[C:2]1[N:7]=[C:6]([N:8]([CH2:10][CH2:11][CH2:12][C:13]2[CH:18]=[CH:17][C:16]([Cl:19])=[CH:15][CH:14]=2)[CH3:9])[N:5]=[C:4]([NH:20][CH2:21][CH2:22][C:23]2[CH:28]=[CH:27][C:26]([OH:29])=[CH:25][CH:24]=2)[N:3]=1.[OH:30][CH2:31][CH2:32][N:33]1[CH2:38][CH2:37][NH:36][CH2:35][CH2:34]1.CC#N.C(O)(C(F)(F)F)=O. The catalyst is O. The product is [Cl:19][C:16]1[CH:17]=[CH:18][C:13]([CH2:12][CH2:11][CH2:10][N:8]([CH3:9])[C:6]2[N:7]=[C:2]([N:36]3[CH2:37][CH2:38][N:33]([CH2:32][CH2:31][OH:30])[CH2:34][CH2:35]3)[N:3]=[C:4]([NH:20][CH2:21][CH2:22][C:23]3[CH:28]=[CH:27][C:26]([OH:29])=[CH:25][CH:24]=3)[N:5]=2)=[CH:14][CH:15]=1. The yield is 0.910. (4) The reactants are [CH3:1][O:2][C:3]([C:5]1([C:8]2[CH:13]=[CH:12][C:11]([OH:14])=[C:10]([OH:15])[CH:9]=2)[CH2:7][CH2:6]1)=[O:4].CC1C=[CH:19][C:20](S(O)(=O)=O)=[CH:21][CH:22]=1.C1(=O)CCC1. The catalyst is C1(C)C=CC=CC=1. The product is [C:19]12([O:14][C:11]3[CH:12]=[CH:13][C:8]([C:5]4([C:3]([O:2][CH3:1])=[O:4])[CH2:7][CH2:6]4)=[CH:9][C:10]=3[O:15]1)[CH2:20][CH2:21][CH2:22]2. The yield is 0.500. (5) The reactants are [SH:1][C:2]1[CH:10]=[C:9]([C:11]([OH:13])=[O:12])[CH:8]=[CH:7][C:3]=1[C:4]([OH:6])=O.[C:14]([C:16]1[CH:21]=[CH:20][CH:19]=[CH:18][N:17]=1)#[N:15]. The catalyst is N1C=CC=CC=1. The product is [O:6]=[C:4]1[C:3]2[CH:7]=[CH:8][C:9]([C:11]([OH:13])=[O:12])=[CH:10][C:2]=2[S:1][C:14]([C:16]2[CH:21]=[CH:20][CH:19]=[CH:18][N:17]=2)=[N:15]1. The yield is 0.420. (6) The reactants are [CH2:1]([O:8][C:9]1[CH:17]=[CH:16][C:12]([C:13]([OH:15])=O)=[CH:11][CH:10]=1)[C:2]1[CH:7]=[CH:6][CH:5]=[CH:4][CH:3]=1.CN(C)C=O.C(Cl)(=O)C(Cl)=O.Cl.Cl.[C:31]([C:35]1[CH:40]=[CH:39][CH:38]=[CH:37][C:36]=1[N:41]1[CH2:46][CH2:45][NH:44][CH2:43][CH2:42]1)([CH3:34])([CH3:33])[CH3:32]. The yield is 0.790. The catalyst is O1CCCC1.O.C(N(CC)CC)C. The product is [CH2:1]([O:8][C:9]1[CH:10]=[CH:11][C:12]([C:13]([N:44]2[CH2:45][CH2:46][N:41]([C:36]3[CH:37]=[CH:38][CH:39]=[CH:40][C:35]=3[C:31]([CH3:34])([CH3:33])[CH3:32])[CH2:42][CH2:43]2)=[O:15])=[CH:16][CH:17]=1)[C:2]1[CH:3]=[CH:4][CH:5]=[CH:6][CH:7]=1. (7) The reactants are NC1(C2C=CC(C3C(=O)C4C(=CC=C(F)C=4)OC=3C3C=CC=CC=3)=CC=2)CCC1.C(OC(=O)[NH:36][C:37]1([C:41]2[CH:46]=[CH:45][C:44]([C:47]3[C:56](=[O:57])[C:55]4[C:50](=[C:51]([C:58]5[N:59]=[N:60][NH:61][CH:62]=5)[CH:52]=[CH:53][CH:54]=4)[O:49][C:48]=3[C:63]3[CH:68]=[CH:67][CH:66]=[CH:65][CH:64]=3)=[CH:43][CH:42]=2)[CH2:40][CH2:39][CH2:38]1)(C)(C)C.C(O)(C(F)(F)F)=O.N. The catalyst is C(Cl)Cl. The product is [NH2:36][C:37]1([C:41]2[CH:42]=[CH:43][C:44]([C:47]3[C:56](=[O:57])[C:55]4[C:50](=[C:51]([C:58]5[N:59]=[N:60][NH:61][CH:62]=5)[CH:52]=[CH:53][CH:54]=4)[O:49][C:48]=3[C:63]3[CH:68]=[CH:67][CH:66]=[CH:65][CH:64]=3)=[CH:45][CH:46]=2)[CH2:40][CH2:39][CH2:38]1. The yield is 0.230. (8) The reactants are [N:1]([CH2:4][C:5]1[CH:6]=[C:7]([CH:10]=[CH:11][CH:12]=1)[C:8]#[N:9])=[N+]=[N-]. The catalyst is C(OCC)(=O)C.[Pd]. The product is [NH2:9][CH2:8][C:7]1[CH:6]=[C:5]([CH:12]=[CH:11][CH:10]=1)[C:4]#[N:1]. The yield is 0.760.